From a dataset of Forward reaction prediction with 1.9M reactions from USPTO patents (1976-2016). Predict the product of the given reaction. (1) Given the reactants CC(C)([O-])C.[Na+].[C:7]1([C:14]2[CH:19]=[CH:18][CH:17]=[CH:16][CH:15]=2)[CH:12]=[CH:11][CH:10]=[CH:9][C:8]=1[NH2:13].Br[C:21]1[CH:33]=[CH:32][C:31]2[C:30]3[C:25](=[CH:26][CH:27]=[CH:28][CH:29]=3)[C:24]([CH3:35])([CH3:34])[C:23]=2[CH:22]=1, predict the reaction product. The product is: [C:7]1([C:14]2[CH:15]=[CH:16][CH:17]=[CH:18][CH:19]=2)[CH:12]=[CH:11][CH:10]=[CH:9][C:8]=1[NH:13][C:21]1[CH:33]=[CH:32][C:31]2[C:30]3[C:25](=[CH:26][CH:27]=[CH:28][CH:29]=3)[C:24]([CH3:35])([CH3:34])[C:23]=2[CH:22]=1. (2) Given the reactants [NH:1]1[CH2:6][CH2:5][CH2:4][CH:3]([O:7][C:8]2[CH:13]=[CH:12][C:11]([NH:14][C:15]([C:17]3[N:18]=[C:19]([C:26]4[CH:31]=[CH:30][CH:29]=[CH:28][CH:27]=4)[O:20][C:21]=3[C:22]([F:25])([F:24])[F:23])=[O:16])=[CH:10][CH:9]=2)[CH2:2]1.[CH3:32][C:33]1([CH3:41])[CH2:38][C:37](=[O:39])[O:36][C:35](=[O:40])[CH2:34]1.C(N(CC)CC)C, predict the reaction product. The product is: [CH3:32][C:33]([CH3:41])([CH2:38][C:37](=[O:39])[N:1]1[CH2:6][CH2:5][CH2:4][CH:3]([O:7][C:8]2[CH:13]=[CH:12][C:11]([NH:14][C:15]([C:17]3[N:18]=[C:19]([C:26]4[CH:31]=[CH:30][CH:29]=[CH:28][CH:27]=4)[O:20][C:21]=3[C:22]([F:25])([F:23])[F:24])=[O:16])=[CH:10][CH:9]=2)[CH2:2]1)[CH2:34][C:35]([OH:40])=[O:36]. (3) Given the reactants [O:1]([C:8]1[CH:13]=[CH:12][C:11]([C:14]2[C:19]3[C:20]([NH2:23])=[N:21][NH:22][C:18]=3[C:17]([CH2:24][CH:25]3[CH2:29][CH2:28][CH2:27][NH:26]3)=[CH:16][N:15]=2)=[CH:10][CH:9]=1)[C:2]1[CH:7]=[CH:6][CH:5]=[CH:4][CH:3]=1.C(N1C=CN=C1)(N1C=CN=C1)=O.[C:42]([CH2:44][C:45](O)=[O:46])#[N:43], predict the reaction product. The product is: [NH2:23][C:20]1[C:19]2[C:14]([C:11]3[CH:10]=[CH:9][C:8]([O:1][C:2]4[CH:7]=[CH:6][CH:5]=[CH:4][CH:3]=4)=[CH:13][CH:12]=3)=[N:15][CH:16]=[C:17]([CH2:24][CH:25]3[CH2:29][CH2:28][CH2:27][N:26]3[C:45](=[O:46])[CH2:44][C:42]#[N:43])[C:18]=2[NH:22][N:21]=1. (4) The product is: [CH3:1][C:2]1([CH3:13])[O:7][C:6](=[O:8])[C:5]([C:15]2[CH:16]=[N:17][CH:18]=[N:19][CH:20]=2)=[C:4]([CH3:12])[O:3]1. Given the reactants [CH3:1][C:2]1([CH3:13])[O:7][C:6](=[O:8])[C:5](B(O)O)=[C:4]([CH3:12])[O:3]1.Br[C:15]1[CH:16]=[N:17][CH:18]=[N:19][CH:20]=1.C(=O)([O-])[O-].[Na+].[Na+].O1CCCC1, predict the reaction product. (5) Given the reactants Cl.[CH3:2][C:3]1[C:7]([C:8]2[CH:9]=[C:10]([CH:12]=[CH:13][CH:14]=2)[NH2:11])=[C:6]([CH3:15])[O:5][N:4]=1.[Cl:16][C:17]1[CH:22]=[CH:21][C:20]([NH:23][C:24](=[O:31])[CH2:25][O:26][CH2:27][C:28](O)=[O:29])=[C:19]([C:32]([O:34]C)=[O:33])[CH:18]=1, predict the reaction product. The product is: [Cl:16][C:17]1[CH:22]=[CH:21][C:20]([NH:23][C:24](=[O:31])[CH2:25][O:26][CH2:27][C:28]([NH:11][C:10]2[CH:12]=[CH:13][CH:14]=[C:8]([C:7]3[C:3]([CH3:2])=[N:4][O:5][C:6]=3[CH3:15])[CH:9]=2)=[O:29])=[C:19]([CH:18]=1)[C:32]([OH:34])=[O:33]. (6) Given the reactants [NH2:1][CH:2]([C:4]1[CH:5]=[C:6]([NH:10][C:11]2[N:16]=[C:15]([CH2:17][CH2:18][C:19]3[CH:24]=[CH:23][CH:22]=[CH:21][C:20]=3[CH2:25][C:26]([NH2:28])=[O:27])[C:14]([Cl:29])=[CH:13][N:12]=2)[CH:7]=[CH:8][CH:9]=1)[CH3:3].[C:30](OC(=O)C)(=[O:32])[CH3:31].Cl, predict the reaction product. The product is: [C:30]([NH:1][CH:2]([C:4]1[CH:5]=[C:6]([NH:10][C:11]2[N:16]=[C:15]([CH2:17][CH2:18][C:19]3[CH:24]=[CH:23][CH:22]=[CH:21][C:20]=3[CH2:25][C:26]([NH2:28])=[O:27])[C:14]([Cl:29])=[CH:13][N:12]=2)[CH:7]=[CH:8][CH:9]=1)[CH3:3])(=[O:32])[CH3:31].